Dataset: Forward reaction prediction with 1.9M reactions from USPTO patents (1976-2016). Task: Predict the product of the given reaction. (1) Given the reactants [CH3:1][CH:2]1[CH2:7][CH:6]([C:8]2[N:13]3[N:14]=[C:15]4[N:20]=[CH:19][CH:18]=[C:17]([C:21]5[CH:26]=[CH:25][CH:24]=[CH:23][CH:22]=5)[C:16]4=[C:12]3[NH:11][C:10](=[O:27])[CH:9]=2)[CH2:5][CH2:4][N:3]1C(OC(C)(C)C)=O.[ClH:35], predict the reaction product. The product is: [ClH:35].[CH3:1][C@H:2]1[CH2:7][C@H:6]([C:8]2[N:13]3[N:14]=[C:15]4[N:20]=[CH:19][CH:18]=[C:17]([C:21]5[CH:26]=[CH:25][CH:24]=[CH:23][CH:22]=5)[C:16]4=[C:12]3[NH:11][C:10](=[O:27])[CH:9]=2)[CH2:5][CH2:4][NH:3]1. (2) The product is: [Br:22][C:10]1[C:11](=[O:18])[CH:12]2[CH:16]([C:9]=1[C:6]1[CH:7]=[CH:8][C:3]([OH:2])=[CH:4][CH:5]=1)[CH2:15][C:14](=[CH2:17])[CH2:13]2. Given the reactants C[O:2][C:3]1[CH:8]=[CH:7][C:6]([C:9]2[CH:16]3[CH:12]([CH2:13][C:14](=[CH2:17])[CH2:15]3)[C:11](=[O:18])[CH:10]=2)=[CH:5][CH:4]=1.BrBr.B(Br)(Br)[Br:22].CC(O)=O, predict the reaction product. (3) Given the reactants Br[C:2]1[CH:7]=[CH:6][CH:5]=[C:4]([Br:8])[N:3]=1.[CH3:9][C:10]1[N:14]2[CH2:15][CH2:16][NH:17][CH2:18][C:13]2=[N:12][N:11]=1.C(=O)([O-])[O-].[K+].[K+].O, predict the reaction product. The product is: [Br:8][C:4]1[N:3]=[C:2]([N:17]2[CH2:16][CH2:15][N:14]3[C:10]([CH3:9])=[N:11][N:12]=[C:13]3[CH2:18]2)[CH:7]=[CH:6][CH:5]=1. (4) Given the reactants C([O:8][N:9]1[C:18](=[O:19])[C:17]2[C:12](=[CH:13][C:14]([N:21]3[CH2:26][CH2:25][O:24][CH2:23][CH2:22]3)=[C:15]([F:20])[CH:16]=2)[N:11]([CH2:27][CH3:28])[C:10]1=[O:29])C1C=CC=CC=1.[H][H], predict the reaction product. The product is: [CH2:27]([N:11]1[C:12]2[C:17](=[CH:16][C:15]([F:20])=[C:14]([N:21]3[CH2:26][CH2:25][O:24][CH2:23][CH2:22]3)[CH:13]=2)[C:18](=[O:19])[N:9]([OH:8])[C:10]1=[O:29])[CH3:28].